Dataset: Forward reaction prediction with 1.9M reactions from USPTO patents (1976-2016). Task: Predict the product of the given reaction. (1) Given the reactants C[Si](C)(C)CC[O:5][C:6](=[O:39])[CH2:7][CH2:8][C:9]([C:11]1[C:19]2[C:14](=[CH:15][CH:16]=[C:17]([Cl:20])[CH:18]=2)[N:13]([C:21]2[N:26]=[C:25]([C:27]3[CH:32]=[CH:31][CH:30]=[CH:29][CH:28]=3)[CH:24]=[C:23]([C:33]3[CH:38]=[CH:37][CH:36]=[CH:35][CH:34]=3)[N:22]=2)[CH:12]=1)=[O:10].FC(F)(F)C(O)=O, predict the reaction product. The product is: [Cl:20][C:17]1[CH:18]=[C:19]2[C:14](=[CH:15][CH:16]=1)[N:13]([C:21]1[N:26]=[C:25]([C:27]3[CH:28]=[CH:29][CH:30]=[CH:31][CH:32]=3)[CH:24]=[C:23]([C:33]3[CH:38]=[CH:37][CH:36]=[CH:35][CH:34]=3)[N:22]=1)[CH:12]=[C:11]2[C:9](=[O:10])[CH2:8][CH2:7][C:6]([OH:39])=[O:5]. (2) Given the reactants [O:1]1[CH:5]=[CH:4][N:3]=[C:2]1/[CH:6]=[N:7]/[S:8]([C:10]([CH3:13])([CH3:12])[CH3:11])=[O:9].[CH3:14][Mg]Br, predict the reaction product. The product is: [O:1]1[CH:5]=[CH:4][N:3]=[C:2]1[CH:6]([NH:7][S:8]([C:10]([CH3:13])([CH3:12])[CH3:11])=[O:9])[CH3:14]. (3) Given the reactants C([NH:7][C:8]1[N:9]=[C:10]([O:25][CH:26]([CH3:28])[CH3:27])[C:11]2[CH:17]=[C:16]([C:18]3[CH:23]=[CH:22][C:21]([F:24])=[CH:20][CH:19]=3)[CH:15]=[N:14][C:12]=2[N:13]=1)(=O)C(C)(C)C.C([O-])([O-])=O.[K+].[K+], predict the reaction product. The product is: [NH2:7][C:8]1[N:9]=[C:10]([O:25][CH:26]([CH3:28])[CH3:27])[C:11]2[CH:17]=[C:16]([C:18]3[CH:19]=[CH:20][C:21]([F:24])=[CH:22][CH:23]=3)[CH:15]=[N:14][C:12]=2[N:13]=1. (4) Given the reactants [H-].[Na+].[Cl:3][C:4]1[CH:5]=[C:6]2[C:10](=[CH:11][CH:12]=1)[NH:9][C:8](=[O:13])[C:7]2=[O:14].[CH3:15][O:16][C:17](=[O:26])[CH:18](Br)[CH2:19][CH:20]1[CH2:24][CH2:23][CH2:22][CH2:21]1, predict the reaction product. The product is: [CH3:15][O:16][C:17](=[O:26])[CH:18]([N:9]1[C:10]2[C:6](=[CH:5][C:4]([Cl:3])=[CH:12][CH:11]=2)[C:7](=[O:14])[C:8]1=[O:13])[CH2:19][CH:20]1[CH2:21][CH2:22][CH2:23][CH2:24]1. (5) Given the reactants Cl[C:2]1[CH:7]=[C:6]([C:8]2[C:16]3[C:11](=[N:12][CH:13]=[C:14]([O:17][CH3:18])[CH:15]=3)[NH:10][CH:9]=2)[CH:5]=[C:4]([Cl:19])[N:3]=1.[CH2:20]([CH:28]1[CH2:33][CH2:32][CH:31]([NH2:34])[CH2:30][CH2:29]1)[CH:21]1[CH2:26][CH2:25][CH:24]([NH2:27])[CH2:23][CH2:22]1, predict the reaction product. The product is: [NH2:27][CH:24]1[CH2:23][CH2:22][CH:21]([CH2:20][CH:28]2[CH2:33][CH2:32][CH:31]([NH:34][C:2]3[CH:7]=[C:6]([C:8]4[C:16]5[C:11](=[N:12][CH:13]=[C:14]([O:17][CH3:18])[CH:15]=5)[NH:10][CH:9]=4)[CH:5]=[C:4]([Cl:19])[N:3]=3)[CH2:30][CH2:29]2)[CH2:26][CH2:25]1. (6) Given the reactants Cl[CH2:2][CH2:3][CH2:4][CH2:5][N:6]1[C:12]2[CH:13]=[CH:14][CH:15]=[CH:16][C:11]=2[CH2:10][CH2:9][CH2:8][C:7]1=[O:17].BrCCCCN1C2C=CC=CC=2CCCC1=O.[C:35]([C:39]1[N:44]=[C:43]([N:45]2[CH2:50][CH2:49][NH:48][CH2:47][CH2:46]2)[CH:42]=[C:41]([C:51]([F:54])([F:53])[F:52])[N:40]=1)([CH3:38])([CH3:37])[CH3:36].[Na+].[Br-].C(N(C(C)C)CC)(C)C, predict the reaction product. The product is: [C:35]([C:39]1[N:44]=[C:43]([N:45]2[CH2:46][CH2:47][N:48]([CH2:2][CH2:3][CH2:4][CH2:5][N:6]3[C:12]4[CH:13]=[CH:14][CH:15]=[CH:16][C:11]=4[CH2:10][CH2:9][CH2:8][C:7]3=[O:17])[CH2:49][CH2:50]2)[CH:42]=[C:41]([C:51]([F:52])([F:53])[F:54])[N:40]=1)([CH3:38])([CH3:36])[CH3:37]. (7) Given the reactants [ClH:1].[C:2]1([CH:8]([C:27]2[CH:32]=[CH:31][CH:30]=[CH:29][CH:28]=2)[N:9]2[CH2:12][CH:11]([O:13][C:14]3[C:23]4[C:18](=[CH:19][CH:20]=[CH:21][CH:22]=4)[CH:17]=[CH:16][C:15]=3COC)[CH2:10]2)[CH:7]=[CH:6][CH:5]=[CH:4][CH:3]=1.BrC1C2C(=CC=CC=2)C=CC=1[CH2:44][O:45]C, predict the reaction product. The product is: [ClH:1].[C:27]1([CH:8]([C:2]2[CH:3]=[CH:4][CH:5]=[CH:6][CH:7]=2)[N:9]2[CH2:10][CH:11]([O:13][C:14]3[C:23]4[C:18](=[CH:19][CH:20]=[CH:21][CH:22]=4)[CH:17]=[CH:16][C:15]=3[O:45][CH3:44])[CH2:12]2)[CH:32]=[CH:31][CH:30]=[CH:29][CH:28]=1.